From a dataset of Reaction yield outcomes from USPTO patents with 853,638 reactions. Predict the reaction yield, written as a fraction of the theoretical maximum amount of product (1.0 means a 100% yield; for example, 0.34 means a 34% yield). (1) The reactants are [NH2:1][C:2]1[CH:3]=[C:4](/[CH:24]=[C:25]2/[C:26]([NH:31][CH3:32])=[N:27][C:28](=[O:30])[S:29]/2)[CH:5]=[CH:6][C:7]=1[O:8][CH2:9][C:10]1[CH:15]=[CH:14][C:13]([C:16]([F:19])([F:18])[F:17])=[CH:12][C:11]=1[C:20]([F:23])([F:22])[F:21].[CH:33](=O)[C:34]1[CH:39]=[CH:38][CH:37]=[CH:36][CH:35]=1.C([BH3-])#N.[Na+]. The catalyst is O1CCCC1.C(#N)C.C(O)(=O)C. The product is [CH2:33]([NH:1][C:2]1[CH:3]=[C:4](/[CH:24]=[C:25]2/[C:26]([NH:31][CH3:32])=[N:27][C:28](=[O:30])[S:29]/2)[CH:5]=[CH:6][C:7]=1[O:8][CH2:9][C:10]1[CH:15]=[CH:14][C:13]([C:16]([F:17])([F:18])[F:19])=[CH:12][C:11]=1[C:20]([F:21])([F:22])[F:23])[C:34]1[CH:39]=[CH:38][CH:37]=[CH:36][CH:35]=1. The yield is 0.200. (2) The reactants are [NH2:1][C@@H:2]1[CH2:7][CH2:6][CH2:5][CH2:4][C@H:3]1[NH2:8].[O-]S([O-])(=O)=O.[Na+].[Na+].[CH3:16][C:17]([CH3:21])([CH3:20])[CH:18]=O. The catalyst is C(Cl)Cl. The product is [CH3:16][C:17]([CH3:21])([CH3:20])[CH:18]=[N:1][CH:2]1[CH2:7][CH2:6][CH2:5][CH2:4][CH:3]1[N:8]=[CH:16][C:17]([CH3:21])([CH3:20])[CH3:18]. The yield is 0.980. (3) The product is [Br:1][C:2]1[C:3]([N:23]2[CH2:28][CH2:27][CH2:26][C@@H:25]([NH:29][C:30](=[O:36])[O:31][C:32]([CH3:34])([CH3:33])[CH3:35])[CH2:24]2)=[C:4]2[C:10]([NH:11][C:12](=[O:21])[C:13]3[CH:18]=[CH:17][C:16]([F:19])=[C:15]([Cl:20])[CH:14]=3)=[CH:9][NH:8][C:5]2=[N:6][CH:7]=1. The catalyst is CCCCO. The reactants are [Br:1][C:2]1[C:3](F)=[C:4]2[C:10]([NH:11][C:12](=[O:21])[C:13]3[CH:18]=[CH:17][C:16]([F:19])=[C:15]([Cl:20])[CH:14]=3)=[CH:9][NH:8][C:5]2=[N:6][CH:7]=1.[NH:23]1[CH2:28][CH2:27][CH2:26][C@@H:25]([NH:29][C:30](=[O:36])[O:31][C:32]([CH3:35])([CH3:34])[CH3:33])[CH2:24]1. The yield is 0.310. (4) The reactants are Br[C:2]1[CH:3]=[C:4]2[C:12](=[C:13]([C:15](=[O:17])[NH2:16])[CH:14]=1)[NH:11][C:10]1[CH:9]=[C:8]([C:18]([OH:20])=[O:19])[CH:7]=[CH:6][C:5]2=1.[CH3:21][C:22]1[C:26](B(O)O)=[C:25]([CH3:30])[O:24][N:23]=1.C([O-])([O-])=O.[K+].[K+]. The catalyst is CN(C=O)C.C1C=CC(P(C2C=CC=CC=2)[C-]2C=CC=C2)=CC=1.C1C=CC(P(C2C=CC=CC=2)[C-]2C=CC=C2)=CC=1.Cl[Pd]Cl.[Fe+2].C(Cl)Cl. The product is [C:15]([C:13]1[CH:14]=[C:2]([C:26]2[C:22]([CH3:21])=[N:23][O:24][C:25]=2[CH3:30])[CH:3]=[C:4]2[C:12]=1[NH:11][C:10]1[CH:9]=[C:8]([C:18]([OH:20])=[O:19])[CH:7]=[CH:6][C:5]2=1)(=[O:17])[NH2:16]. The yield is 1.15. (5) The reactants are Cl.Cl.[N:3]1([C:9]([CH:11]2[CH2:16][CH2:15][CH2:14][N:13]([CH:17]3[CH2:22][CH2:21][NH:20][CH2:19][CH2:18]3)[CH2:12]2)=[O:10])[CH2:8][CH2:7][O:6][CH2:5][CH2:4]1.[NH2:23][C:24]1[S:28][C:27]([C:29]2[CH:34]=[CH:33][CH:32]=[CH:31][CH:30]=2)=[N:26][C:25]=1[C:35](O)=[O:36]. No catalyst specified. The product is [N:3]1([C:9]([CH:11]2[CH2:16][CH2:15][CH2:14][N:13]([CH:17]3[CH2:22][CH2:21][N:20]([C:35]([C:25]4[N:26]=[C:27]([C:29]5[CH:30]=[CH:31][CH:32]=[CH:33][CH:34]=5)[S:28][C:24]=4[NH2:23])=[O:36])[CH2:19][CH2:18]3)[CH2:12]2)=[O:10])[CH2:8][CH2:7][O:6][CH2:5][CH2:4]1. The yield is 0.752. (6) The reactants are [O:1]=[C:2]1[C:10]2([C:14]3=[CH:15][C:16]4[O:20][CH2:19][O:18][C:17]=4[CH:21]=[C:13]3[O:12][CH2:11]2)[C:9]2[C:4](=[CH:5][CH:6]=[CH:7][CH:8]=2)[N:3]1[CH2:22][CH2:23][C:24]#[N:25].[NH2:26][OH:27]. The catalyst is CS(C)=O. The product is [OH:27][N:26]=[C:24]([NH2:25])[CH2:23][CH2:22][N:3]1[C:4]2[C:9](=[CH:8][CH:7]=[CH:6][CH:5]=2)[C:10]2([C:14]3=[CH:15][C:16]4[O:20][CH2:19][O:18][C:17]=4[CH:21]=[C:13]3[O:12][CH2:11]2)[C:2]1=[O:1]. The yield is 0.910. (7) The reactants are [NH2:1][C:2]1[C:3]2[N:4]([C:8]([C@@H:26]3[CH2:31][O:30][CH2:29][CH2:28][NH:27]3)=[N:9][C:10]=2[C:11]2[CH:25]=[CH:24][C:14]([C:15]([NH:17][C:18]3[CH:23]=[CH:22][CH:21]=[CH:20][N:19]=3)=[O:16])=[CH:13][CH:12]=2)[CH:5]=[CH:6][N:7]=1.[C:32](O)(=[O:36])[C:33]#[C:34][CH3:35]. No catalyst specified. The product is [NH2:1][C:2]1[C:3]2[N:4]([C:8]([C@@H:26]3[CH2:31][O:30][CH2:29][CH2:28][N:27]3[C:32](=[O:36])[C:33]#[C:34][CH3:35])=[N:9][C:10]=2[C:11]2[CH:12]=[CH:13][C:14]([C:15]([NH:17][C:18]3[CH:23]=[CH:22][CH:21]=[CH:20][N:19]=3)=[O:16])=[CH:24][CH:25]=2)[CH:5]=[CH:6][N:7]=1. The yield is 0.141. (8) The reactants are FC1C=CC(C2C=C(CN3CCN(C)CC3)C(=O)N(CC(C)C)N=2)=CC=1C.[C:28]([C:31]1[C:32](=[O:49])[N:33]([CH2:45][CH:46]([CH3:48])[CH3:47])[N:34]=[C:35]([C:37]2[CH:42]=[CH:41][C:40]([F:43])=[C:39]([F:44])[CH:38]=2)[CH:36]=1)(O)=[O:29]. No catalyst specified. The product is [F:44][C:39]1[CH:38]=[C:37]([C:35]2[CH:36]=[C:31]([CH2:28][OH:29])[C:32](=[O:49])[N:33]([CH2:45][CH:46]([CH3:47])[CH3:48])[N:34]=2)[CH:42]=[CH:41][C:40]=1[F:43]. The yield is 0.250. (9) The reactants are [Cl:1][C:2]1[N:7]=[C:6](S(C)=O)[N:5]=[C:4]2[N:11]([C:16]3[C:21]([F:22])=[CH:20][CH:19]=[CH:18][C:17]=3[F:23])[C:12](=[O:15])[NH:13][CH2:14][C:3]=12.[N:24]1([CH:30]2[CH2:35][CH2:34][NH:33][CH2:32][CH2:31]2)[CH2:29][CH2:28][CH2:27][CH2:26][CH2:25]1.C(N(CC)C(C)C)(C)C. The catalyst is C(Cl)Cl. The product is [N:24]1([CH:30]2[CH2:35][CH2:34][N:33]([C:6]3[N:5]=[C:4]4[N:11]([C:16]5[C:21]([F:22])=[CH:20][CH:19]=[CH:18][C:17]=5[F:23])[C:12](=[O:15])[NH:13][CH2:14][C:3]4=[C:2]([Cl:1])[N:7]=3)[CH2:32][CH2:31]2)[CH2:29][CH2:28][CH2:27][CH2:26][CH2:25]1. The yield is 0.830.